From a dataset of Forward reaction prediction with 1.9M reactions from USPTO patents (1976-2016). Predict the product of the given reaction. (1) Given the reactants [CH:1]1([CH2:4][O:5][C:6]2[CH:11]=[CH:10][C:9]([O:12][CH3:13])=[CH:8][C:7]=2[C:14]2[C:15]3[N:22]([CH2:23][O:24][CH2:25][CH2:26][Si:27]([CH3:30])([CH3:29])[CH3:28])[C:21]([CH3:31])=[C:20]([C:32](O)=[O:33])[C:16]=3[N:17]=[CH:18][N:19]=2)[CH2:3][CH2:2]1.[NH2:35][C@@H:36]1[CH2:40][CH2:39][N:38]([C:41]([O:43][C:44]([CH3:47])([CH3:46])[CH3:45])=[O:42])[CH2:37]1, predict the reaction product. The product is: [CH:1]1([CH2:4][O:5][C:6]2[CH:11]=[CH:10][C:9]([O:12][CH3:13])=[CH:8][C:7]=2[C:14]2[C:15]3[N:22]([CH2:23][O:24][CH2:25][CH2:26][Si:27]([CH3:29])([CH3:30])[CH3:28])[C:21]([CH3:31])=[C:20]([C:32]([NH:35][C@@H:36]4[CH2:40][CH2:39][N:38]([C:41]([O:43][C:44]([CH3:47])([CH3:46])[CH3:45])=[O:42])[CH2:37]4)=[O:33])[C:16]=3[N:17]=[CH:18][N:19]=2)[CH2:2][CH2:3]1. (2) Given the reactants [NH2:1][N:2]1[N:11]=[C:10]([C:12]([F:15])([F:14])[F:13])[C:9]2[C:4](=[CH:5][CH:6]=[CH:7][CH:8]=2)[C:3]1=[O:16].[CH3:17][S:18]([C:21]1[CH:26]=[CH:25][C:24]([CH2:27][C:28](O)=[O:29])=[CH:23][CH:22]=1)(=[O:20])=[O:19], predict the reaction product. The product is: [CH3:17][S:18]([C:21]1[CH:26]=[CH:25][C:24]([CH2:27][C:28]([NH:1][N:2]2[N:11]=[C:10]([C:12]([F:15])([F:13])[F:14])[C:9]3[C:4](=[CH:5][CH:6]=[CH:7][CH:8]=3)[C:3]2=[O:16])=[O:29])=[CH:23][CH:22]=1)(=[O:19])=[O:20]. (3) The product is: [O:6]=[C:2]([CH3:1])[CH2:7][CH2:8][CH2:9][CH2:10][N:11]1[CH:15]=[CH:14][C:13]([NH:16][C:27](=[O:28])/[CH:26]=[CH:25]/[C:21]2[CH:22]=[CH:23][CH:24]=[C:19]([C:18]([F:30])([F:31])[F:17])[CH:20]=2)=[N:12]1. Given the reactants [CH3:1][C:2]1([CH2:7][CH2:8][CH2:9][CH2:10][N:11]2[CH:15]=[CH:14][C:13]([NH2:16])=[N:12]2)[O:6]CCO1.[F:17][C:18]([F:31])([F:30])[C:19]1[CH:20]=[C:21](/[CH:25]=[CH:26]/[C:27](O)=[O:28])[CH:22]=[CH:23][CH:24]=1, predict the reaction product. (4) Given the reactants [Cl:1][C:2]1[C:3]([F:31])=[C:4]([CH:8]2[C:12]([C:15]3[CH:20]=[CH:19][C:18]([Cl:21])=[CH:17][C:16]=3[F:22])([C:13]#[N:14])[CH:11]([CH2:23][C:24]([CH3:27])([CH3:26])[CH3:25])[NH:10][CH:9]2[C:28]([OH:30])=O)[CH:5]=[CH:6][CH:7]=1.CN(C(ON1N=NC2C=CC=NC1=2)=[N+](C)C)C.F[P-](F)(F)(F)(F)F.CCN(C(C)C)C(C)C.[NH2:65][C:66]1[CH:67]=[CH:68][C:69](=[O:72])[NH:70][CH:71]=1, predict the reaction product. The product is: [O:72]=[C:69]1[NH:70][CH:71]=[C:66]([NH:65][C:28]([CH:9]2[CH:8]([C:4]3[CH:5]=[CH:6][CH:7]=[C:2]([Cl:1])[C:3]=3[F:31])[C:12]([C:15]3[CH:20]=[CH:19][C:18]([Cl:21])=[CH:17][C:16]=3[F:22])([C:13]#[N:14])[CH:11]([CH2:23][C:24]([CH3:25])([CH3:26])[CH3:27])[NH:10]2)=[O:30])[CH:67]=[CH:68]1. (5) Given the reactants [OH:1][CH2:2][CH2:3][N:4]([C:8]1[N:9]=[C:10]([N:20]2[CH2:25][CH2:24][N:23]3[C:26]([C:29]([F:32])([F:31])[F:30])=[N:27][N:28]=[C:22]3[CH2:21]2)[C:11]2[CH:16]=[C:15]([CH2:17][CH2:18][CH3:19])[S:14][C:12]=2[N:13]=1)[CH2:5][CH2:6][OH:7].C[N+]1([O-])CCOCC1, predict the reaction product. The product is: [CH2:17]([C:15]1[S:14][C:12]2[N:13]=[C:8]([N:4]3[CH2:5][CH2:6][O:7][C:2](=[O:1])[CH2:3]3)[N:9]=[C:10]([N:20]3[CH2:25][CH2:24][N:23]4[C:26]([C:29]([F:31])([F:30])[F:32])=[N:27][N:28]=[C:22]4[CH2:21]3)[C:11]=2[CH:16]=1)[CH2:18][CH3:19]. (6) Given the reactants [CH:1]1([N:7]2[CH2:15][C:14]3[C:9](=[CH:10][C:11]([N:16]4[CH2:21][CH2:20][NH:19][CH2:18][CH2:17]4)=[CH:12][CH:13]=3)[C:8]2=[O:22])[CH2:6][CH2:5][CH2:4][CH2:3][CH2:2]1.[C:23](O[C:23]([O:25][C:26]([CH3:29])([CH3:28])[CH3:27])=[O:24])([O:25][C:26]([CH3:29])([CH3:28])[CH3:27])=[O:24], predict the reaction product. The product is: [C:26]([O:25][C:23]([N:19]1[CH2:18][CH2:17][N:16]([C:11]2[CH:10]=[C:9]3[C:14]([CH2:15][N:7]([CH:1]4[CH2:2][CH2:3][CH2:4][CH2:5][CH2:6]4)[C:8]3=[O:22])=[CH:13][CH:12]=2)[CH2:21][CH2:20]1)=[O:24])([CH3:29])([CH3:28])[CH3:27]. (7) Given the reactants [CH3:1][N:2]([CH3:15])[C:3]1[CH2:4][C:5]2[C:10]([CH:11]=1)=[CH:9][C:8]([N+:12]([O-:14])=[O:13])=[CH:7][CH:6]=2, predict the reaction product. The product is: [CH3:1][N:2]([CH3:15])[CH:3]1[CH2:11][C:10]2[C:5](=[CH:6][CH:7]=[C:8]([N+:12]([O-:14])=[O:13])[CH:9]=2)[CH2:4]1. (8) Given the reactants [CH3:1][C:2]1([CH3:16])[C:7](=[O:8])[CH2:6][CH2:5][N:4]([C:9]([O:11][C:12]([CH3:15])([CH3:14])[CH3:13])=[O:10])[CH2:3]1.C(N(CC)CC)C.FC(F)(F)S(O[Si:30]([CH3:33])([CH3:32])[CH3:31])(=O)=O, predict the reaction product. The product is: [CH3:1][C:2]1([CH3:16])[CH2:3][N:4]([C:9]([O:11][C:12]([CH3:15])([CH3:14])[CH3:13])=[O:10])[CH2:5][CH:6]=[C:7]1[O:8][Si:30]([CH3:33])([CH3:32])[CH3:31]. (9) Given the reactants [OH2:1].CC[N:4]=C=NCCCN(C)C.Cl.C(OC(OCC)CCN)C.C[C:25]1[CH:26]=[CH:27][C:28]([N:34]2[N:38]=CC=N2)=[C:29]([CH:33]=1)C(O)=O.C([O-])(O)=O.[Na+], predict the reaction product. The product is: [CH:26]1[CH:25]=[CH:33][C:29]2[N:4]([OH:1])[N:38]=[N:34][C:28]=2[CH:27]=1.